From a dataset of Forward reaction prediction with 1.9M reactions from USPTO patents (1976-2016). Predict the product of the given reaction. Given the reactants Br[C:2]1[CH:7]=[CH:6][C:5]([Br:8])=[CH:4][N:3]=1.[CH3:9][N:10](C=O)C, predict the reaction product. The product is: [Br:8][C:5]1[CH:6]=[CH:7][C:2]([C:9]#[N:10])=[N:3][CH:4]=1.